Dataset: Peptide-MHC class II binding affinity with 134,281 pairs from IEDB. Task: Regression. Given a peptide amino acid sequence and an MHC pseudo amino acid sequence, predict their binding affinity value. This is MHC class II binding data. (1) The peptide sequence is EEIRRIWRQANNGDD. The MHC is DRB1_1302 with pseudo-sequence DRB1_1302. The binding affinity (normalized) is 0.234. (2) The peptide sequence is KNPTDTGHGTVVMQV. The binding affinity (normalized) is 0. The MHC is DRB4_0103 with pseudo-sequence DRB4_0103. (3) The peptide sequence is EGHHLASAAILGHDG. The MHC is HLA-DQA10101-DQB10501 with pseudo-sequence CNYHEGGGARVAHIMYFGGTHYVVGASRVHVAGI. The binding affinity (normalized) is 0.0855. (4) The peptide sequence is GSAYTALFSGVSWVM. The MHC is DRB1_0701 with pseudo-sequence DRB1_0701. The binding affinity (normalized) is 0.705. (5) The MHC is DRB1_0101 with pseudo-sequence DRB1_0101. The binding affinity (normalized) is 0.687. The peptide sequence is RDGKGGFLYIKEVYS. (6) The peptide sequence is SVVVQDPKNVYQRGTHHHHHH. The MHC is DRB1_0901 with pseudo-sequence DRB1_0901. The binding affinity (normalized) is 0.386. (7) The peptide sequence is GEHQIVDKIDAAFKI. The MHC is DRB1_0802 with pseudo-sequence DRB1_0802. The binding affinity (normalized) is 0.347. (8) The peptide sequence is EGHLRFLKNIILPVY. The MHC is DRB1_0701 with pseudo-sequence DRB1_0701. The binding affinity (normalized) is 0.805. (9) The peptide sequence is GLDFNEMILLTMKNK. The MHC is DRB1_0101 with pseudo-sequence DRB1_0101. The binding affinity (normalized) is 0.763. (10) The peptide sequence is DKFYDCLKNSADTISSYF. The MHC is DRB1_0401 with pseudo-sequence DRB1_0401. The binding affinity (normalized) is 0.277.